Task: Predict the product of the given reaction.. Dataset: Forward reaction prediction with 1.9M reactions from USPTO patents (1976-2016) (1) The product is: [N+:1]([C:4]1[CH:5]=[CH:6][C:7]2[S:11][N:10]=[C:9]([C:12]([Cl:18])=[O:13])[C:8]=2[CH:15]=1)([O-:3])=[O:2]. Given the reactants [N+:1]([C:4]1[CH:5]=[CH:6][C:7]2[S:11][N:10]=[C:9]([C:12](O)=[O:13])[C:8]=2[CH:15]=1)([O-:3])=[O:2].S(Cl)([Cl:18])=O, predict the reaction product. (2) Given the reactants Br[C:2]1[N:7]=[C:6]2[N:8]([CH2:11][C:12]3[CH:13]=[C:14]4[C:19](=[CH:20][CH:21]=3)[N:18]=[CH:17][CH:16]=[CH:15]4)[N:9]=[N:10][C:5]2=[N:4][CH:3]=1.[O:22]1[CH2:27][CH2:26][CH2:25][CH2:24][CH:23]1[O:28][CH2:29][CH2:30][N:31]1[CH:35]=[C:34](B2OC(C)(C)C(C)(C)O2)[CH:33]=[N:32]1.C([O-])([O-])=O.[Cs+].[Cs+].C(Cl)Cl, predict the reaction product. The product is: [O:22]1[CH2:27][CH2:26][CH2:25][CH2:24][CH:23]1[O:28][CH2:29][CH2:30][N:31]1[CH:35]=[C:34]([C:2]2[N:7]=[C:6]3[N:8]([CH2:11][C:12]4[CH:13]=[C:14]5[C:19](=[CH:20][CH:21]=4)[N:18]=[CH:17][CH:16]=[CH:15]5)[N:9]=[N:10][C:5]3=[N:4][CH:3]=2)[CH:33]=[N:32]1.